Dataset: Full USPTO retrosynthesis dataset with 1.9M reactions from patents (1976-2016). Task: Predict the reactants needed to synthesize the given product. (1) Given the product [CH2:2]([S:19][C:12]([C:13]1[CH:18]=[CH:17][CH:16]=[CH:15][CH:14]=1)=[N:11][C:5]1[CH:6]=[CH:7][CH:8]=[CH:9][CH:10]=1)[CH3:3], predict the reactants needed to synthesize it. The reactants are: [O-][CH2:2][CH3:3].[Na+].[C:5]1([NH:11][C:12](=[S:19])[C:13]2[CH:18]=[CH:17][CH:16]=[CH:15][CH:14]=2)[CH:10]=[CH:9][CH:8]=[CH:7][CH:6]=1.C(O)C.ICC. (2) Given the product [Br:17][CH2:13][C:12]([C:7]1[CH:6]=[CH:5][C:4]2[C:9](=[CH:10][CH:11]=[C:2]([Br:1])[CH:3]=2)[CH:8]=1)=[O:16], predict the reactants needed to synthesize it. The reactants are: [Br:1][C:2]1[CH:3]=[C:4]2[C:9](=[CH:10][CH:11]=1)[CH:8]=[C:7]([C:12](=[O:16])[CH:13]=[N+]=[N-])[CH:6]=[CH:5]2.[BrH:17].C([O-])(O)=O.[Na+]. (3) Given the product [NH2:82][C:75]1[CH:74]=[C:73]([OH:72])[CH:78]=[CH:77][C:76]=1[CH2:79][CH2:80][Cl:81].[NH2:18][C:11]1[CH:10]=[C:9]([OH:8])[CH:14]=[CH:13][C:12]=1[CH2:15][CH2:16][Br:17], predict the reactants needed to synthesize it. The reactants are: C([O:8][C:9]1[CH:14]=[CH:13][C:12]([CH2:15][CH2:16][Br:17])=[C:11]([N+:18]([O-])=O)[CH:10]=1)C1C=CC=CC=1.C(OC1C=CC(CCO)=C([N+]([O-])=O)C=1)C1C=CC=CC=1.C1(P(C2C=CC=CC=2)C2C=CC=CC=2)C=CC=CC=1.C(Br)(Br)(Br)Br.C([O:72][C:73]1[CH:78]=[CH:77][C:76]([CH2:79][CH2:80][Cl:81])=[C:75]([N+:82]([O-])=O)[CH:74]=1)C1C=CC=CC=1. (4) Given the product [OH2:11].[OH2:1].[OH2:11].[Cl:6][C:7]1[CH:33]=[CH:32][C:10]([O:11][CH2:12][C@@H:13]([F:31])[CH2:14][O:15][C:16]2[CH:17]=[C:18]([CH2:22][C@H:23]([O:27][CH:28]([CH3:30])[CH3:29])[C:24]([O-:26])=[O:25])[CH:19]=[CH:20][CH:21]=2)=[C:9]([C:34]#[N:35])[CH:8]=1.[Cl:6][C:7]1[CH:33]=[CH:32][C:10]([O:11][CH2:12][C@@H:13]([F:31])[CH2:14][O:15][C:16]2[CH:17]=[C:18]([CH2:22][C@H:23]([O:27][CH:28]([CH3:30])[CH3:29])[C:24]([O-:26])=[O:25])[CH:19]=[CH:20][CH:21]=2)=[C:9]([C:34]#[N:35])[CH:8]=1.[Ca+2:4], predict the reactants needed to synthesize it. The reactants are: [OH2:1].O.[Cl-].[Ca+2:4].[Cl-].[Cl:6][C:7]1[CH:33]=[CH:32][C:10]([O:11][CH2:12][C@@H:13]([F:31])[CH2:14][O:15][C:16]2[CH:17]=[C:18]([CH2:22][C@H:23]([O:27][CH:28]([CH3:30])[CH3:29])[C:24]([OH:26])=[O:25])[CH:19]=[CH:20][CH:21]=2)=[C:9]([C:34]#[N:35])[CH:8]=1.[OH-].[Na+]. (5) Given the product [O:1]=[C:2]1[N:8]([CH:9]2[CH2:14][CH2:13][N:12]([C:15]([O:17][C@H:18]([CH2:40][C:41]3[CH:46]=[C:45]([CH3:47])[C:44]([NH2:48])=[C:43]([CH3:49])[CH:42]=3)[C:19](=[O:20])[N:21]3[CH2:22][CH2:23][N:24]([CH:27]4[CH2:32][CH2:31][NH:30][CH2:29][CH2:28]4)[CH2:25][CH2:26]3)=[O:16])[CH2:11][CH2:10]2)[CH2:7][CH2:6][C:5]2[CH:50]=[CH:51][CH:52]=[CH:53][C:4]=2[NH:3]1, predict the reactants needed to synthesize it. The reactants are: [O:1]=[C:2]1[N:8]([CH:9]2[CH2:14][CH2:13][N:12]([C:15]([O:17][C@H:18]([CH2:40][C:41]3[CH:46]=[C:45]([CH3:47])[C:44]([NH2:48])=[C:43]([CH3:49])[CH:42]=3)[C:19]([N:21]3[CH2:26][CH2:25][N:24]([CH:27]4[CH2:32][CH2:31][N:30](OC(C)(C)C)[C:29](=C=O)[CH2:28]4)[CH2:23][CH2:22]3)=[O:20])=[O:16])[CH2:11][CH2:10]2)[CH2:7][CH2:6][C:5]2[CH:50]=[CH:51][CH:52]=[CH:53][C:4]=2[NH:3]1.C([O-])([O-])=O.[K+].[K+].